This data is from Catalyst prediction with 721,799 reactions and 888 catalyst types from USPTO. The task is: Predict which catalyst facilitates the given reaction. (1) Reactant: [CH3:1][C:2]1[CH:7]=[C:6]([CH3:8])[NH:5][C:4](=[O:9])[C:3]=1[CH2:10][NH:11][C:12]([C:14]1[CH:19]=[C:18]([CH:20]2[CH2:25][CH2:24][N:23](C(OC(C)(C)C)=O)[CH2:22][CH2:21]2)[N:17]=[C:16]2[N:33]([CH:36]([CH3:38])[CH3:37])[N:34]=[CH:35][C:15]=12)=[O:13].C(O)(C(F)(F)F)=O. Product: [CH3:1][C:2]1[CH:7]=[C:6]([CH3:8])[NH:5][C:4](=[O:9])[C:3]=1[CH2:10][NH:11][C:12]([C:14]1[C:15]2[CH:35]=[N:34][N:33]([CH:36]([CH3:38])[CH3:37])[C:16]=2[N:17]=[C:18]([CH:20]2[CH2:21][CH2:22][NH:23][CH2:24][CH2:25]2)[CH:19]=1)=[O:13]. The catalyst class is: 2. (2) The catalyst class is: 2. Product: [C:19]([N:13]1[CH2:14][CH2:15][C:10]([C:7]2[CH:8]=[CH:9][C:4]([N+:1]([O-:3])=[O:2])=[CH:5][CH:6]=2)([C:16]#[N:17])[CH2:11][CH2:12]1)(=[O:20])[CH3:18]. Reactant: [N+:1]([C:4]1[CH:9]=[CH:8][C:7]([C:10]2([C:16]#[N:17])[CH2:15][CH2:14][NH:13][CH2:12][CH2:11]2)=[CH:6][CH:5]=1)([O-:3])=[O:2].[CH3:18][C:19](Cl)=[O:20].CCN(C(C)C)C(C)C. (3) Reactant: C(OC(=O)[NH:7][CH2:8][CH2:9][CH2:10][CH2:11][CH:12]([NH:47][C:48](=[O:69])[CH2:49][CH2:50][NH:51][C:52]([C:54]1[CH:59]=[CH:58][C:57]([C:60]2[CH:65]=[CH:64][C:63]([CH2:66][CH2:67][CH3:68])=[CH:62][CH:61]=2)=[CH:56][CH:55]=1)=[O:53])[C:13]([N:15]([C@@H:17]1[C:34](=[O:35])[NH:33][C@@H:32]([CH3:36])[C:31](=[O:37])[NH:30][C@H:29]([C:38]([NH2:40])=[O:39])[CH2:28][C:27]2[CH:41]=[C:23]([C:24]([O:42][CH3:43])=[CH:25][CH:26]=2)[C:22]2=[CH:44][C:18]1=[CH:19][CH:20]=[C:21]2[O:45][CH3:46])[CH3:16])=[O:14])(C)(C)C. Product: [NH2:7][CH2:8][CH2:9][CH2:10][CH2:11][CH:12]([NH:47][C:48](=[O:69])[CH2:49][CH2:50][NH:51][C:52]([C:54]1[CH:55]=[CH:56][C:57]([C:60]2[CH:61]=[CH:62][C:63]([CH2:66][CH2:67][CH3:68])=[CH:64][CH:65]=2)=[CH:58][CH:59]=1)=[O:53])[C:13]([N:15]([CH3:16])[C@H:17]1[C:18]2[CH:44]=[C:22]([C:21]([O:45][CH3:46])=[CH:20][CH:19]=2)[C:23]2=[CH:41][C:27](=[CH:26][CH:25]=[C:24]2[O:42][CH3:43])[CH2:28][C@@H:29]([C:38]([NH2:40])=[O:39])[NH:30][C:31](=[O:37])[C@H:32]([CH3:36])[NH:33][C:34]1=[O:35])=[O:14]. The catalyst class is: 2. (4) Reactant: [NH:1]1[CH2:5][CH2:4][CH2:3][CH2:2]1.Cl[CH2:7][C:8]#[C:9][CH2:10][OH:11]. Product: [N:1]1([CH2:7][C:8]#[C:9][CH2:10][OH:11])[CH2:5][CH2:4][CH2:3][CH2:2]1. The catalyst class is: 11. (5) Reactant: Br[CH:2]([CH2:6][CH2:7][CH2:8][CH3:9])[C:3]([OH:5])=[O:4].[C:10]([C:12]1[CH:17]=[CH:16][C:15]([OH:18])=[CH:14][CH:13]=1)#[N:11].[NH2:19][C:20]1[S:21][CH:22]=[CH:23][N:24]=1. Product: [C:10]([C:12]1[CH:17]=[CH:16][C:15]([O:18][CH:2]([CH2:6][CH2:7][CH2:8][CH3:9])[C:3]([OH:5])=[O:4])=[CH:14][CH:13]=1)#[N:11].[C:10]([C:12]1[CH:17]=[CH:16][C:15]([O:18][CH:2]([CH2:6][CH2:7][CH2:8][CH3:9])[C:3]([NH:19][C:20]2[S:21][CH:22]=[CH:23][N:24]=2)=[O:4])=[CH:14][CH:13]=1)#[N:11]. The catalyst class is: 1. (6) Reactant: [Cl:1][C:2]1[CH:7]=[CH:6][C:5]([C:8]2[NH:12][C:11]3[CH:13]=[C:14]([C:16]([O:18][CH3:19])=[O:17])[S:15][C:10]=3[CH:9]=2)=[CH:4][CH:3]=1.C(OC(=O)C)(=O)C.[C:27]1(=O)[CH2:32][CH2:31][CH2:30][CH2:29][CH2:28]1.P(=O)(O)(O)O. Product: [Cl:1][C:2]1[CH:3]=[CH:4][C:5]([C:8]2[NH:12][C:11]3[CH:13]=[C:14]([C:16]([O:18][CH3:19])=[O:17])[S:15][C:10]=3[C:9]=2[C:27]2[CH2:32][CH2:31][CH2:30][CH2:29][CH:28]=2)=[CH:6][CH:7]=1. The catalyst class is: 15. (7) Reactant: [F:1][C:2]1[CH:3]=[C:4]([C:9]2[CH:14]=[CH:13][C:12]([C:15]3[C:24]4[C:19](=[CH:20][C:21]([S:25](OC5C(F)=C(F)C(F)=C(F)C=5F)(=[O:27])=[O:26])=[CH:22][CH:23]=4)[CH:18]=[CH:17][N:16]=3)=[C:11]([O:40][CH3:41])[CH:10]=2)[CH:5]=[C:6]([F:8])[CH:7]=1.[O:42]1[CH:46]=[N:45][N:44]=[C:43]1[NH2:47].C(=O)([O-])[O-].[Cs+].[Cs+].C(#N)C. Product: [F:1][C:2]1[CH:3]=[C:4]([C:9]2[CH:14]=[CH:13][C:12]([C:15]3[C:24]4[C:19](=[CH:20][C:21]([S:25]([NH:47][C:43]5[O:42][CH:46]=[N:45][N:44]=5)(=[O:27])=[O:26])=[CH:22][CH:23]=4)[CH:18]=[CH:17][N:16]=3)=[C:11]([O:40][CH3:41])[CH:10]=2)[CH:5]=[C:6]([F:8])[CH:7]=1. The catalyst class is: 33. (8) Reactant: [F:1][C:2]1[CH:29]=[CH:28][C:5]([CH2:6][C:7]2[N:11]([CH2:12][C:13]([N:15]3[CH2:20][CH2:19][CH:18]([NH2:21])[CH2:17][CH2:16]3)=[O:14])[N:10]=[C:9]([C:22]3[CH:27]=[CH:26][N:25]=[CH:24][CH:23]=3)[CH:8]=2)=[CH:4][CH:3]=1.[CH3:30][C:31]([CH3:33])=O.[BH-](OC(C)=O)(OC(C)=O)OC(C)=O.[Na+]. Product: [F:1][C:2]1[CH:3]=[CH:4][C:5]([CH2:6][C:7]2[N:11]([CH2:12][C:13]([N:15]3[CH2:16][CH2:17][CH:18]([NH:21][CH:31]([CH3:33])[CH3:30])[CH2:19][CH2:20]3)=[O:14])[N:10]=[C:9]([C:22]3[CH:23]=[CH:24][N:25]=[CH:26][CH:27]=3)[CH:8]=2)=[CH:28][CH:29]=1. The catalyst class is: 797. (9) Reactant: Br[C:2]1[CH:7]=[CH:6][C:5]([S:8]([NH:11][CH2:12][CH:13]2[CH2:15][CH2:14]2)(=[O:10])=[O:9])=[C:4]([C:16]([F:19])([F:18])[F:17])[CH:3]=1.CC1(C)[C@H]2C[C@@H]1CC[C@H]2C[NH2:29].C1C=CC(P([C:44]2[C:53]([C:54]3[C:63](P(C4C=CC=CC=4)C4C=CC=CC=4)=[CH:62][CH:61]=[C:60]4[C:55]=3C=CC=[CH:59]4)=[C:52]3C(C=CC=C3)=CC=2)C2C=CC=CC=2)=CC=1.C(=O)([O-])[O-].[Cs+].[Cs+]. Product: [CH:13]1([CH2:12][NH:11][S:8]([C:5]2[CH:6]=[CH:7][C:2]([NH:29][CH2:59][CH:60]3[CH2:55][CH:54]4[CH2:63][CH:62]([C:53]4([CH3:52])[CH3:44])[CH2:61]3)=[CH:3][C:4]=2[C:16]([F:19])([F:18])[F:17])(=[O:10])=[O:9])[CH2:15][CH2:14]1. The catalyst class is: 222. (10) Product: [C:51]([O:55][C:56]([C:58]1[C:59]2[CH2:67][CH2:66][CH2:65][CH2:64][C:60]=2[S:61][C:62]=1[NH:63][C:13](=[O:15])[CH2:12][N:5]1[C:6]2[CH2:7][CH2:8][CH2:9][CH2:10][C:11]=2[C:3]([C:2]([F:1])([F:17])[F:16])=[N:4]1)=[O:57])([CH3:54])([CH3:52])[CH3:53]. Reactant: [F:1][C:2]([F:17])([F:16])[C:3]1[C:11]2[CH2:10][CH2:9][CH2:8][CH2:7][C:6]=2[N:5]([CH2:12][C:13]([OH:15])=O)[N:4]=1.F[P-](F)(F)(F)(F)F.N1(OC(N(C)C)=[N+](C)C)C2N=CC=CC=2N=N1.CCN(C(C)C)C(C)C.[C:51]([O:55][C:56]([C:58]1[C:59]2[CH2:67][CH2:66][CH2:65][CH2:64][C:60]=2[S:61][C:62]=1[NH2:63])=[O:57])([CH3:54])([CH3:53])[CH3:52]. The catalyst class is: 85.